The task is: Predict the reaction yield, written as a fraction of the theoretical maximum amount of product (1.0 means a 100% yield; for example, 0.34 means a 34% yield).. This data is from Reaction yield outcomes from USPTO patents with 853,638 reactions. (1) The reactants are C([O:8][C:9]1[CH:14]=[CH:13][C:12]([CH:15]2[O:20][CH2:19][CH2:18][N:17]([CH2:21][CH2:22][CH3:23])[CH2:16]2)=[CH:11][CH:10]=1)C1C=CC=CC=1.C([O-])=O.[NH4+]. The catalyst is CO.[Pd]. The product is [CH2:21]([N:17]1[CH2:18][CH2:19][O:20][CH:15]([C:12]2[CH:11]=[CH:10][C:9]([OH:8])=[CH:14][CH:13]=2)[CH2:16]1)[CH2:22][CH3:23]. The yield is 0.710. (2) The reactants are [Br:1][C:2]1[S:3][C:4]([C:8]([OH:10])=O)=[C:5]([Br:7])[N:6]=1.S(Cl)(Cl)=O.C1(C)C=CC=CC=1.[OH-].[NH4+:23].O. The catalyst is C(Cl)Cl.CN(C=O)C. The product is [Br:1][C:2]1[S:3][C:4]([C:8]([NH2:23])=[O:10])=[C:5]([Br:7])[N:6]=1. The yield is 0.690.